From a dataset of Forward reaction prediction with 1.9M reactions from USPTO patents (1976-2016). Predict the product of the given reaction. (1) Given the reactants [F:1][C:2]1[CH:3]=[C:4]([CH:10]=[C:11](B2OC(C)(C)C(C)(C)O2)[CH:12]=1)[C:5]([O:7][CH2:8][CH3:9])=[O:6].Cl[C:23]1[CH:28]=[N:27][C:26]([C:29]([F:32])([F:31])[F:30])=[CH:25][N:24]=1.C([O-])([O-])=O.[Cs+].[Cs+], predict the reaction product. The product is: [F:1][C:2]1[CH:3]=[C:4]([CH:10]=[C:11]([C:23]2[CH:28]=[N:27][C:26]([C:29]([F:32])([F:31])[F:30])=[CH:25][N:24]=2)[CH:12]=1)[C:5]([O:7][CH2:8][CH3:9])=[O:6]. (2) The product is: [F:1][C:2]1[CH:3]=[CH:4][C:5]([NH:8][C:9]2[C:18]3[C:13](=[CH:14][CH:15]=[C:16]([C:19](=[O:22])[NH:20][CH3:21])[CH:17]=3)[N:12]=[CH:11][C:10]=2[C:23]([OH:25])=[O:24])=[CH:6][CH:7]=1. Given the reactants [F:1][C:2]1[CH:7]=[CH:6][C:5]([NH:8][C:9]2[C:18]3[C:13](=[CH:14][CH:15]=[C:16]([C:19](=[O:22])[NH:20][CH3:21])[CH:17]=3)[N:12]=[CH:11][C:10]=2[C:23]([O:25]CC)=[O:24])=[CH:4][CH:3]=1.[OH-].[Li+], predict the reaction product. (3) Given the reactants [Cl:1][C:2]1[N:3]=[C:4]([N:20]2[CH2:25][CH2:24][O:23][CH2:22][CH2:21]2)[C:5]2[S:10][C:9]([C:11]3[CH:12]=[C:13]([C:17](O)=[O:18])[CH:14]=[N:15][CH:16]=3)=[CH:8][C:6]=2[N:7]=1.[NH2:26][CH2:27][C@@H:28]([OH:30])[CH3:29], predict the reaction product. The product is: [Cl:1][C:2]1[N:3]=[C:4]([N:20]2[CH2:21][CH2:22][O:23][CH2:24][CH2:25]2)[C:5]2[S:10][C:9]([C:11]3[CH:12]=[C:13]([C:17]([NH:26][CH2:27][C@@H:28]([OH:30])[CH3:29])=[O:18])[CH:14]=[N:15][CH:16]=3)=[CH:8][C:6]=2[N:7]=1. (4) Given the reactants [CH3:1][N:2]1[C@@H:19]2[CH2:20][C:7]3[CH:8]=[CH:9][C:10]([O:22][CH3:23])=[C:11]4[O:12][C@H:13]5[C:14]([CH2:16][CH2:17][C@:18]2([OH:21])[C@:5]5([C:6]=34)[CH2:4][CH2:3]1)=[O:15].CN1[C@@H]2CC3C=CC(OC)=C4O[C@H]5C(OC)=CC=C2[C@]5(C=34)CC1, predict the reaction product. The product is: [CH3:1][N:2]1[C@@H:19]2[CH2:20][C:7]3[CH:8]=[CH:9][C:10]([O:22][CH3:23])=[C:11]4[O:12][CH:13]5[C:14]([CH:16]=[CH:17][C@:18]2([OH:21])[C@:5]5([C:6]=34)[CH2:4][CH2:3]1)=[O:15]. (5) Given the reactants [Cl:1][C:2]1[C:7]([F:8])=[CH:6][C:5]([CH3:9])=[CH:4][N:3]=1.[Br:10]N1C(=O)CCC1=O.C(OOC(=O)C1C=CC=CC=1)(=O)C1C=CC=CC=1, predict the reaction product. The product is: [Br:10][CH2:9][C:5]1[CH:6]=[C:7]([F:8])[C:2]([Cl:1])=[N:3][CH:4]=1. (6) Given the reactants [Br:1][C:2]1[C:3]([NH:9][C:10](=[O:15])[C:11]([CH3:14])([CH3:13])[CH3:12])=[N:4][C:5]([Cl:8])=[CH:6][CH:7]=1.[H-].[Na+].[CH2:18](I)[CH:19]=[CH2:20].O, predict the reaction product. The product is: [Br:1][C:2]1[C:3]([N:9]([CH2:20][CH:19]=[CH2:18])[C:10](=[O:15])[C:11]([CH3:12])([CH3:14])[CH3:13])=[N:4][C:5]([Cl:8])=[CH:6][CH:7]=1. (7) Given the reactants Cl.[NH2:2][CH:3]1[CH2:9][CH2:8][CH2:7][CH2:6][NH:5][C:4]1=[O:10].C([O-])([O-])=O.[K+].[K+].[CH3:17][C:18]1[CH:19]=[C:20]([CH:24]=[C:25]([CH3:27])[CH:26]=1)[C:21](Cl)=[O:22], predict the reaction product. The product is: [CH3:17][C:18]1[CH:19]=[C:20]([CH:24]=[C:25]([CH3:27])[CH:26]=1)[C:21]([NH:2][CH:3]1[CH2:9][CH2:8][CH2:7][CH2:6][NH:5][C:4]1=[O:10])=[O:22]. (8) Given the reactants C(OC([N:8]1[CH2:13][CH2:12][N:11]([C:14]2[CH:19]=[CH:18][C:17]([C:20](=[O:42])[NH:21][C:22]3[C:30]4[C:25](=[CH:26][C:27]([O:31][CH2:32][CH2:33][O:34][CH2:35][C:36]5[CH:41]=[CH:40][CH:39]=[CH:38][CH:37]=5)=[CH:28][CH:29]=4)[NH:24][N:23]=3)=[CH:16][CH:15]=2)[CH2:10][CH2:9]1)=O)(C)(C)C.Cl, predict the reaction product. The product is: [CH2:35]([O:34][CH2:33][CH2:32][O:31][C:27]1[CH:26]=[C:25]2[C:30]([C:22]([NH:21][C:20](=[O:42])[C:17]3[CH:18]=[CH:19][C:14]([N:11]4[CH2:10][CH2:9][NH:8][CH2:13][CH2:12]4)=[CH:15][CH:16]=3)=[N:23][NH:24]2)=[CH:29][CH:28]=1)[C:36]1[CH:37]=[CH:38][CH:39]=[CH:40][CH:41]=1.